From a dataset of Catalyst prediction with 721,799 reactions and 888 catalyst types from USPTO. Predict which catalyst facilitates the given reaction. Reactant: [Br-].[C:2]([C:6]1[C:19]2[NH2+:18][C:17]3[C:12](=[CH:13][C:14]([Br:20])=[CH:15][CH:16]=3)[S:11][C:10]=2[CH:9]=[C:8](Br)[CH:7]=1)([CH3:5])([CH3:4])[CH3:3].[CH3:22][N:23]1[CH2:28][CH2:27][NH:26][CH2:25][CH2:24]1. Product: [Br-:20].[CH3:22][N:23]1[CH2:28][CH2:27][N:26]([C:8]2[CH:7]=[C:6]([C:2]([CH3:5])([CH3:4])[CH3:3])[C:19]3[C:10]([CH:9]=2)=[S+:11][C:12]2[C:17](=[CH:16][CH:15]=[C:14]([N:26]4[CH2:27][CH2:28][N:23]([CH3:22])[CH2:24][CH2:25]4)[CH:13]=2)[N:18]=3)[CH2:25][CH2:24]1. The catalyst class is: 22.